From a dataset of Peptide-MHC class I binding affinity with 185,985 pairs from IEDB/IMGT. Regression. Given a peptide amino acid sequence and an MHC pseudo amino acid sequence, predict their binding affinity value. This is MHC class I binding data. The peptide sequence is GQMAWGYGF. The MHC is HLA-B27:05 with pseudo-sequence HLA-B27:05. The binding affinity (normalized) is 0.646.